This data is from CYP2C19 inhibition data for predicting drug metabolism from PubChem BioAssay. The task is: Regression/Classification. Given a drug SMILES string, predict its absorption, distribution, metabolism, or excretion properties. Task type varies by dataset: regression for continuous measurements (e.g., permeability, clearance, half-life) or binary classification for categorical outcomes (e.g., BBB penetration, CYP inhibition). Dataset: cyp2c19_veith. The molecule is N#CC(C#N)=C/C(N)=C(/C#N)c1cc(O)c(O)c(O)c1. The result is 0 (non-inhibitor).